Dataset: Forward reaction prediction with 1.9M reactions from USPTO patents (1976-2016). Task: Predict the product of the given reaction. (1) The product is: [Cl:1][C:2]1[S:3][C:4]([CH2:8][O:9][CH2:10][P:11]([OH:13])([OH:16])=[O:12])=[C:5]([Cl:7])[N:6]=1. Given the reactants [Cl:1][C:2]1[S:3][C:4]([CH2:8][O:9][CH2:10][P:11]([O:16]CC)([O:13]CC)=[O:12])=[C:5]([Cl:7])[N:6]=1.C[Si](Br)(C)C, predict the reaction product. (2) Given the reactants [H][H].Cl[C:4]1[CH:9]=[C:8]([C:10]([OH:12])=[O:11])[CH:7]=[C:6]([CH3:13])[N:5]=1.C(N(CC)CC)C, predict the reaction product. The product is: [CH3:13][C:6]1[N:5]=[CH:4][CH:9]=[C:8]([C:10]([OH:12])=[O:11])[CH:7]=1. (3) Given the reactants Br[C:2]1[C:3]([CH2:15][CH2:16][OH:17])=[CH:4][C:5]([NH:8][C:9](=[O:14])[C:10]([CH3:13])([CH3:12])[CH3:11])=[N:6][CH:7]=1.C1(P(C2CCCCC2)C2C=CC=CC=2C2C(C(C)C)=CC(C(C)C)=CC=2C(C)C)CCCCC1.[Cl-].[C:53]([O:57][C:58](=[O:61])[CH2:59][Zn+])([CH3:56])([CH3:55])[CH3:54], predict the reaction product. The product is: [C:53]([O:57][C:58](=[O:61])[CH2:59][C:2]1[CH:7]=[N:6][C:5]([NH:8][C:9](=[O:14])[C:10]([CH3:13])([CH3:12])[CH3:11])=[CH:4][C:3]=1[CH2:15][CH2:16][OH:17])([CH3:56])([CH3:55])[CH3:54].